Dataset: Peptide-MHC class I binding affinity with 185,985 pairs from IEDB/IMGT. Task: Regression. Given a peptide amino acid sequence and an MHC pseudo amino acid sequence, predict their binding affinity value. This is MHC class I binding data. The peptide sequence is NQRRQRKRR. The MHC is HLA-B27:05 with pseudo-sequence HLA-B27:05. The binding affinity (normalized) is 0.0598.